Dataset: Forward reaction prediction with 1.9M reactions from USPTO patents (1976-2016). Task: Predict the product of the given reaction. (1) Given the reactants [H-].[Na+].[CH3:3][C:4]1([CH3:13])[O:8][C@@H:7]([CH2:9][OH:10])[C@H:6]([CH2:11][OH:12])[O:5]1.[CH2:14](Br)[C:15]1[CH:20]=[CH:19][CH:18]=[CH:17][CH:16]=1.C(O)(=O)C, predict the reaction product. The product is: [CH2:14]([O:12][CH2:11][C@@H:6]1[O:5][C:4]([CH3:13])([CH3:3])[O:8][C@H:7]1[CH2:9][OH:10])[C:15]1[CH:20]=[CH:19][CH:18]=[CH:17][CH:16]=1. (2) The product is: [CH3:1][O:2][C:3]1[CH:9]=[C:8]([C@H:10]2[CH2:11][CH2:12][C@H:13]([N:16]3[CH2:21][CH2:20][O:19][CH2:18][CH2:17]3)[CH2:14][CH2:15]2)[CH:7]=[CH:6][C:4]=1[NH:5][C:36]1[N:35]=[CH:34][C:33]2=[CH:32][CH:31]=[C:30]([C:25]3[CH:26]=[CH:27][CH:28]=[CH:29][C:24]=3[O:23][CH3:22])[N:38]2[N:37]=1. Given the reactants [CH3:1][O:2][C:3]1[CH:9]=[C:8]([C@H:10]2[CH2:15][CH2:14][C@H:13]([N:16]3[CH2:21][CH2:20][O:19][CH2:18][CH2:17]3)[CH2:12][CH2:11]2)[CH:7]=[CH:6][C:4]=1[NH2:5].[CH3:22][O:23][C:24]1[CH:29]=[CH:28][CH:27]=[CH:26][C:25]=1[C:30]1[N:38]2[C:33]([CH:34]=[N:35][C:36](OS(C(F)(F)F)(=O)=O)=[N:37]2)=[CH:32][CH:31]=1.C(N(CC)C(C)C)(C)C.COCC(O)C, predict the reaction product. (3) Given the reactants [C:1]([N:5]1[C:9](=[O:10])[C:8]([NH:11][CH2:12][C:13]([O:15]C)=[O:14])=[C:7]([C:17]2[CH:22]=[CH:21][CH:20]=[CH:19][CH:18]=2)[S:6]1(=[O:24])=[O:23])([CH3:4])([CH3:3])[CH3:2].CO.[Li+].[OH-].Cl, predict the reaction product. The product is: [C:1]([N:5]1[C:9](=[O:10])[C:8]([NH:11][CH2:12][C:13]([OH:15])=[O:14])=[C:7]([C:17]2[CH:22]=[CH:21][CH:20]=[CH:19][CH:18]=2)[S:6]1(=[O:24])=[O:23])([CH3:4])([CH3:2])[CH3:3].